Dataset: Reaction yield outcomes from USPTO patents with 853,638 reactions. Task: Predict the reaction yield, written as a fraction of the theoretical maximum amount of product (1.0 means a 100% yield; for example, 0.34 means a 34% yield). (1) The product is [NH2:6][C:5]1[C:4]([C:7]#[N:8])=[C:3]([NH:9][C:10]2[CH:15]=[CH:14][CH:13]=[CH:12][CH:11]=2)[N:25]([CH2:18][C:19]2[CH:24]=[CH:23][CH:22]=[CH:21][CH:20]=2)[N:26]=1. The catalyst is C(O)C. The yield is 0.150. The reactants are CS[C:3]([NH:9][C:10]1[CH:15]=[CH:14][CH:13]=[CH:12][CH:11]=1)=[C:4]([C:7]#[N:8])[C:5]#[N:6].[Cl-].[Cl-].[CH2:18]([NH:25][NH2:26])[C:19]1[CH:24]=[CH:23][CH:22]=[CH:21][CH:20]=1.C(N(C(C)C)CC)(C)C. (2) The reactants are [H-].[Na+].[CH3:3][O:4][C:5]([C:7]1[N:11]=[C:10]([Cl:12])[NH:9][N:8]=1)=[O:6].[CH3:13][Si:14]([CH2:17][CH2:18][O:19][CH2:20]Cl)([CH3:16])[CH3:15]. The catalyst is CN(C=O)C. The product is [CH3:3][O:4][C:5]([C:7]1[N:11]=[C:10]([Cl:12])[N:9]([CH2:20][O:19][CH2:18][CH2:17][Si:14]([CH3:16])([CH3:15])[CH3:13])[N:8]=1)=[O:6]. The yield is 0.580.